Dataset: hERG Central: cardiac toxicity at 1µM, 10µM, and general inhibition. Task: Predict hERG channel inhibition at various concentrations. (1) The molecule is O=C1CC2(CCN(C(=O)C3CC(=O)N(c4ccccc4)C3)CC2)Oc2ccccc21. Results: hERG_inhib (hERG inhibition (general)): blocker. (2) The molecule is O=C(OCC(=O)N1CCN(C(=O)c2ccco2)CC1)c1cc(-c2ccccc2)nc2ccccc12. Results: hERG_inhib (hERG inhibition (general)): blocker.